This data is from Reaction yield outcomes from USPTO patents with 853,638 reactions. The task is: Predict the reaction yield, written as a fraction of the theoretical maximum amount of product (1.0 means a 100% yield; for example, 0.34 means a 34% yield). (1) The catalyst is CCO. The reactants are [C:1]([C:5]1[CH:12]=[CH:11][C:8]([CH:9]=[O:10])=[CH:7][N:6]=1)([CH3:4])([CH3:3])[CH3:2].[BH4-].[Na+]. The yield is 0.850. The product is [C:1]([C:5]1[N:6]=[CH:7][C:8]([CH2:9][OH:10])=[CH:11][CH:12]=1)([CH3:4])([CH3:2])[CH3:3]. (2) The yield is 0.740. The reactants are [CH:1]1[CH:10]=[N:9][C:8]2[C:3](=[C:4]([N+:12]([O-:14])=[O:13])[CH:5]=[CH:6][C:7]=2[OH:11])[CH:2]=1.[CH3:15][NH:16][CH2:17][C@@H:18]([C@H:20]([C@@H:22]([C@@H:24]([CH2:26][OH:27])[OH:25])[OH:23])[OH:21])[OH:19]. The product is [CH:1]1[CH:10]=[N:9][C:8]2[C:3](=[C:4]([N+:12]([O-:14])=[O:13])[CH:5]=[CH:6][C:7]=2[OH:11])[CH:2]=1.[CH3:15][NH:16][CH2:17][C@@H:18]([C@H:20]([C@@H:22]([C@@H:24]([CH2:26][OH:27])[OH:25])[OH:23])[OH:21])[OH:19]. The catalyst is C1COCC1. (3) The reactants are Cl[C:2]1[N:6]([C:7]2[CH:12]=[CH:11][C:10]([Cl:13])=[CH:9][CH:8]=2)[C:5]2[CH:14]=[CH:15][CH:16]=[CH:17][C:4]=2[N:3]=1.[NH2:18][CH2:19][CH2:20][CH2:21][N:22]1[CH2:27][CH2:26][CH:25]([C:28]2[CH:29]=[C:30]([NH:34][C:35](=[O:37])[CH3:36])[CH:31]=[CH:32][CH:33]=2)[CH2:24][CH2:23]1. No catalyst specified. The product is [Cl:13][C:10]1[CH:11]=[CH:12][C:7]([N:6]2[C:5]3[CH:14]=[CH:15][CH:16]=[CH:17][C:4]=3[N:3]=[C:2]2[NH:18][CH2:19][CH2:20][CH2:21][N:22]2[CH2:27][CH2:26][CH:25]([C:28]3[CH:29]=[C:30]([NH:34][C:35](=[O:37])[CH3:36])[CH:31]=[CH:32][CH:33]=3)[CH2:24][CH2:23]2)=[CH:8][CH:9]=1. The yield is 0.510. (4) The reactants are [C:1]([O:5][C:6](=[O:13])[NH:7][C@@H:8]([CH2:11][CH3:12])[CH2:9][NH2:10])([CH3:4])([CH3:3])[CH3:2].C(N(CC)CC)C.Cl[C:22](=[O:27])[C:23]([O:25][CH3:26])=[O:24]. The catalyst is C(Cl)Cl.[Cl-].[Na+].O. The product is [C:1]([O:5][C:6]([NH:7][C@@H:8]([CH2:11][CH3:12])[CH2:9][NH:10][C:22](=[O:27])[C:23]([O:25][CH3:26])=[O:24])=[O:13])([CH3:4])([CH3:3])[CH3:2]. The yield is 0.960.